Predict which catalyst facilitates the given reaction. From a dataset of Catalyst prediction with 721,799 reactions and 888 catalyst types from USPTO. (1) Reactant: [N+:1]([C:4]1[CH:9]=[CH:8][C:7]([C:10]2([NH:14][C:15](=[O:18])[O:16][CH3:17])[CH2:13][CH2:12][CH2:11]2)=[CH:6][CH:5]=1)([O-])=O. Product: [NH2:1][C:4]1[CH:5]=[CH:6][C:7]([C:10]2([NH:14][C:15](=[O:18])[O:16][CH3:17])[CH2:11][CH2:12][CH2:13]2)=[CH:8][CH:9]=1. The catalyst class is: 19. (2) Reactant: [CH2:1]([S:3][C:4]1[C:5]([C:10]2[N:25]([CH3:26])[C:13]3=[N:14][CH:15]=[C:16]([C:18]([F:24])([F:23])[C:19]([F:22])([F:21])[F:20])[CH:17]=[C:12]3[N:11]=2)=[N:6][CH:7]=[CH:8][CH:9]=1)[CH3:2].ClC1C=CC=C(C(OO)=[O:35])C=1.C(=O)(O)[O-].[Na+].S([O-])([O-])(=O)=S.[Na+].[Na+]. Product: [CH2:1]([S:3]([C:4]1[C:5]([C:10]2[N:25]([CH3:26])[C:13]3=[N:14][CH:15]=[C:16]([C:18]([F:24])([F:23])[C:19]([F:20])([F:21])[F:22])[CH:17]=[C:12]3[N:11]=2)=[N:6][CH:7]=[CH:8][CH:9]=1)=[O:35])[CH3:2]. The catalyst class is: 22. (3) Reactant: [CH2:1]([O:8][C:9]([NH:11][C@@H:12]([C:16]1[CH:21]=[CH:20][C:19]([OH:22])=[CH:18][CH:17]=1)[C:13]([OH:15])=[O:14])=[O:10])[C:2]1[CH:7]=[CH:6][CH:5]=[CH:4][CH:3]=1.[H-].[Na+].Br[CH2:26][CH2:27][O:28][CH:29]1[CH2:34][CH2:33][CH2:32][CH2:31][O:30]1. Product: [CH2:1]([O:8][C:9]([NH:11][C@@H:12]([C:16]1[CH:17]=[CH:18][C:19]([O:22][CH2:26][CH2:27][O:28][CH:29]2[CH2:34][CH2:33][CH2:32][CH2:31][O:30]2)=[CH:20][CH:21]=1)[C:13]([OH:15])=[O:14])=[O:10])[C:2]1[CH:3]=[CH:4][CH:5]=[CH:6][CH:7]=1. The catalyst class is: 9. (4) Reactant: [CH2:1]([NH:3][CH2:4][CH2:5][N:6]1[CH2:11][CH2:10][C:9]2[NH:12][CH:13]=[C:14]([CH3:15])[C:8]=2[C:7]1=[O:16])[CH3:2].[C:17](O[C:17]([O:19][C:20]([CH3:23])([CH3:22])[CH3:21])=[O:18])([O:19][C:20]([CH3:23])([CH3:22])[CH3:21])=[O:18].C(=O)([O-])[O-].[K+].[K+]. Product: [C:20]([O:19][C:17](=[O:18])[N:3]([CH2:1][CH3:2])[CH2:4][CH2:5][N:6]1[CH2:11][CH2:10][C:9]2[NH:12][CH:13]=[C:14]([CH3:15])[C:8]=2[C:7]1=[O:16])([CH3:23])([CH3:22])[CH3:21]. The catalyst class is: 252. (5) Reactant: [NH:1](C(OCC1C=CC=CC=1)=O)[C@@H:2]([C:15]([O:17][CH3:18])=[O:16])[CH2:3][C:4]1[CH:9]=[CH:8][C:7]([O:10][C:11]([CH3:14])([CH3:13])[CH3:12])=[CH:6][CH:5]=1.[ClH:29]. The catalyst class is: 43. Product: [NH2:1][C@@H:2]([C:15]([O:17][CH3:18])=[O:16])[CH2:3][C:4]1[CH:5]=[CH:6][C:7]([O:10][C:11]([CH3:14])([CH3:12])[CH3:13])=[CH:8][CH:9]=1.[ClH:29].